This data is from Reaction yield outcomes from USPTO patents with 853,638 reactions. The task is: Predict the reaction yield, written as a fraction of the theoretical maximum amount of product (1.0 means a 100% yield; for example, 0.34 means a 34% yield). The catalyst is C1(C)C=CC=CC=1. The product is [CH3:1][C:2]1[N:3]([CH2:14][C:15]2[CH:16]=[CH:17][C:18]([C:19]([O:21][CH3:22])=[O:20])=[CH:23][CH:24]=2)[C:4]2[CH2:5][CH2:6][CH:7]([CH2:13][N:25]3[CH2:30][CH2:29][O:28][CH2:27][CH2:26]3)[C:8](=[O:12])[C:9]=2[C:10]=1[CH3:11]. The yield is 0.580. The reactants are [CH3:1][C:2]1[N:3]([CH2:14][C:15]2[CH:24]=[CH:23][C:18]([C:19]([O:21][CH3:22])=[O:20])=[CH:17][CH:16]=2)[C:4]2[CH2:5][CH2:6][C:7](=[CH2:13])[C:8](=[O:12])[C:9]=2[C:10]=1[CH3:11].[NH:25]1[CH2:30][CH2:29][O:28][CH2:27][CH2:26]1.